This data is from NCI-60 drug combinations with 297,098 pairs across 59 cell lines. The task is: Regression. Given two drug SMILES strings and cell line genomic features, predict the synergy score measuring deviation from expected non-interaction effect. Drug 1: CC1OCC2C(O1)C(C(C(O2)OC3C4COC(=O)C4C(C5=CC6=C(C=C35)OCO6)C7=CC(=C(C(=C7)OC)O)OC)O)O. Cell line: SF-268. Synergy scores: CSS=-1.76, Synergy_ZIP=-10.7, Synergy_Bliss=-23.0, Synergy_Loewe=-26.1, Synergy_HSA=-21.6. Drug 2: C1=CN(C=N1)CC(O)(P(=O)(O)O)P(=O)(O)O.